Dataset: Forward reaction prediction with 1.9M reactions from USPTO patents (1976-2016). Task: Predict the product of the given reaction. (1) The product is: [Cl:1][C:2]1[CH:3]=[CH:4][C:5]([CH2:6][NH:7][C:8](=[O:31])[CH2:9][C@@H:10]2[CH2:21][CH2:20][CH2:19][CH2:18][C@H:17]([CH3:22])[C:16](=[O:23])[O:15][C@H:14]([C:24]3[CH:25]=[CH:26][CH:27]=[CH:28][CH:29]=3)[CH2:13][NH:12][C:11]2=[O:30])=[CH:32][CH:33]=1. Given the reactants [Cl:1][C:2]1[CH:33]=[CH:32][C:5]([CH2:6][NH:7][C:8](=[O:31])[CH2:9][C@@H:10]2[CH2:21][CH:20]=[CH:19][CH2:18][C@H:17]([CH3:22])[C:16](=[O:23])[O:15][C@H:14]([C:24]3[CH:29]=[CH:28][CH:27]=[CH:26][CH:25]=3)[CH2:13][NH:12][C:11]2=[O:30])=[CH:4][CH:3]=1.CC1C=CC(S(NN)(=O)=O)=CC=1.COCCOC.C([O-])(=O)C.[Na+], predict the reaction product. (2) Given the reactants [N:1]([CH2:4][CH2:5][CH2:6][CH2:7][N:8]1[C@H:12](/[CH:13]=[N:14]/[S@](C(C)(C)C)=O)[C@:11]([C@H:22]([O:25][Si:26]([C:39]([CH3:42])([CH3:41])[CH3:40])([C:33]2[CH:38]=[CH:37][CH:36]=[CH:35][CH:34]=2)[C:27]2[CH:32]=[CH:31][CH:30]=[CH:29][CH:28]=2)[CH2:23][CH3:24])([CH3:21])[O:10][C:9]1=[O:43])=[N+:2]=[N-:3].[CH2:44]([Mg]Br)[CH:45]=[CH2:46].[Cl-].[NH4+].Cl, predict the reaction product. The product is: [NH2:14][C@@H:13]([C@@H:12]1[C@:11]([C@H:22]([O:25][Si:26]([C:39]([CH3:42])([CH3:40])[CH3:41])([C:33]2[CH:34]=[CH:35][CH:36]=[CH:37][CH:38]=2)[C:27]2[CH:28]=[CH:29][CH:30]=[CH:31][CH:32]=2)[CH2:23][CH3:24])([CH3:21])[O:10][C:9](=[O:43])[N:8]1[CH2:7][CH2:6][CH2:5][CH2:4][N:1]=[N+:2]=[N-:3])[CH2:46][CH:45]=[CH2:44]. (3) The product is: [CH3:55][N:25]([CH3:24])[S:26]([N:29]1[C:33]([CH:34]([C:35]2[CH:37]=[CH:38][C:39]3[O:44][CH2:43][CH2:42][O:41][C:40]=3[CH:45]=2)[OH:4])=[C:32]([CH3:47])[N:31]=[CH:30]1)(=[O:27])=[O:28]. Given the reactants CN(C)S(N1C=CN=C1[Si](C(C)(C)C)(C)C)(=O)=[O:4].C([Li])CCC.[CH3:24][N:25]([CH3:55])[S:26]([N:29]1[C:33]([CH2:34][CH:35]([C:37]2C=[CH:45][C:40]3[O:41][CH2:42][CH2:43][O:44][C:39]=3[CH:38]=2)O)=[C:32]([CH3:47])[N:31]=[C:30]1[Si](C(C)(C)C)(C)C)(=[O:28])=[O:27], predict the reaction product. (4) Given the reactants Cl.[C:2]([C@@:4]1([CH:26]2[CH2:28][CH2:27]2)[CH2:8][CH2:7][N:6]([C:9]2[CH:14]=[CH:13][N:12]=[C:11]([NH:15][C:16]3[CH:20]=[C:19]([C:21](O)=[O:22])[N:18]([CH3:24])[N:17]=3)[CH:10]=2)[C:5]1=[O:25])#[N:3].[CH2:29]([N:31]=C=NCCCN(C)C)C.ON1C2C=CC=CC=2N=N1.Cl.CN.C(=O)(O)[O-].[Na+], predict the reaction product. The product is: [C:2]([C@@:4]1([CH:26]2[CH2:28][CH2:27]2)[CH2:8][CH2:7][N:6]([C:9]2[CH:14]=[CH:13][N:12]=[C:11]([NH:15][C:16]3[CH:20]=[C:19]([C:21]([NH:31][CH3:29])=[O:22])[N:18]([CH3:24])[N:17]=3)[CH:10]=2)[C:5]1=[O:25])#[N:3]. (5) Given the reactants [CH2:1]([C@:8]12[C:21]3[C:16](=[CH:17][C:18]([C:22]([O:24][CH3:25])=[O:23])=[CH:19][CH:20]=3)[CH2:15][CH2:14][C@H:13]1[CH2:12][C:11]1([O:29][CH2:28][CH2:27][O:26]1)[CH2:10][CH2:9]2)[C:2]1C=CC=CC=1.BrN1C(=O)CCC1=O.N(C(C)(C)C#N)=NC(C)(C)C#N.C(Cl)(Cl)(Cl)Cl, predict the reaction product. The product is: [CH2:1]([C@@:8]12[C:21]3[C:16](=[CH:17][C:18]([C:22]([O:24][CH3:25])=[O:23])=[CH:19][CH:20]=3)[CH:15]=[CH:14][C@@H:13]1[CH2:12][C:11]1([O:26][CH2:27][CH2:28][O:29]1)[CH2:10][CH2:9]2)[CH3:2].[CH2:1]([C@:8]12[C:21]3[C:16](=[CH:17][C:18]([C:22]([O:24][CH3:25])=[O:23])=[CH:19][CH:20]=3)[CH:15]=[CH:14][C@H:13]1[CH2:12][C:11]1([O:26][CH2:27][CH2:28][O:29]1)[CH2:10][CH2:9]2)[CH3:2]. (6) Given the reactants [CH2:1]=[C:2]1[CH2:11][CH2:10][C:5]2([O:9][CH2:8][CH2:7][O:6]2)[CH2:4][CH2:3]1.B1C2CCCC1CCC2.C1C[O:24]CC1, predict the reaction product. The product is: [O:9]1[C:5]2([CH2:10][CH2:11][CH:2]([CH2:1][OH:24])[CH2:3][CH2:4]2)[O:6][CH2:7][CH2:8]1. (7) Given the reactants [O:1]1[CH2:4][CH:3]([CH2:5][OH:6])[CH2:2]1.C(N(CC)CC)C.[CH3:14][S:15](Cl)(=[O:17])=[O:16], predict the reaction product. The product is: [CH3:14][S:15]([O:6][CH2:5][CH:3]1[CH2:4][O:1][CH2:2]1)(=[O:17])=[O:16].